Dataset: Catalyst prediction with 721,799 reactions and 888 catalyst types from USPTO. Task: Predict which catalyst facilitates the given reaction. (1) Reactant: [Si]([O:18][CH2:19][C:20]1[N:24]([CH2:25][O:26][CH2:27][CH2:28][Si:29]([CH3:32])([CH3:31])[CH3:30])[C:23]([C:33](=[O:35])[CH3:34])=[N:22][C:21]=1[CH3:36])(C(C)(C)C)(C1C=CC=CC=1)C1C=CC=CC=1.CCCC[N+](CCCC)(CCCC)CCCC.[F-]. Product: [OH:18][CH2:19][C:20]1[N:24]([CH2:25][O:26][CH2:27][CH2:28][Si:29]([CH3:30])([CH3:32])[CH3:31])[C:23]([C:33](=[O:35])[CH3:34])=[N:22][C:21]=1[CH3:36]. The catalyst class is: 20. (2) Reactant: [C:1]([C:3]1[CH:8]=[CH:7][C:6]([NH:9][CH2:10][C@@H:11]([NH:15][C:16](=[O:22])[O:17][C:18]([CH3:21])([CH3:20])[CH3:19])[CH2:12][O:13][CH3:14])=[CH:5][C:4]=1[NH:23][C:24]1[S:28][N:27]=[C:26]([CH3:29])[CH:25]=1)#[N:2].C([O-])([O-])=[O:31].[K+].[K+].OO. Product: [C:1]([C:3]1[CH:8]=[CH:7][C:6]([NH:9][CH2:10][C@@H:11]([NH:15][C:16](=[O:22])[O:17][C:18]([CH3:20])([CH3:21])[CH3:19])[CH2:12][O:13][CH3:14])=[CH:5][C:4]=1[NH:23][C:24]1[S:28][N:27]=[C:26]([CH3:29])[CH:25]=1)(=[O:31])[NH2:2]. The catalyst class is: 58. (3) Reactant: [Cl:1][C:2]1[CH:7]=[CH:6][C:5]([F:8])=[CH:4][C:3]=1[O:9][CH3:10].[N+:11]([O-])([O-:13])=[O:12].[K+]. Product: [Cl:1][C:2]1[CH:7]=[C:6]([N+:11]([O-:13])=[O:12])[C:5]([F:8])=[CH:4][C:3]=1[O:9][CH3:10]. The catalyst class is: 82. (4) Reactant: [CH:1](=[C:8]1[CH2:17][CH2:16][C:11]2(OCC[O:12]2)[CH2:10][CH2:9]1)[C:2]1[CH:7]=[CH:6][CH:5]=[CH:4][CH:3]=1.OS(O)(=O)=O. The catalyst class is: 1. Product: [CH:1](=[C:8]1[CH2:17][CH2:16][C:11](=[O:12])[CH2:10][CH2:9]1)[C:2]1[CH:7]=[CH:6][CH:5]=[CH:4][CH:3]=1. (5) Reactant: [C:1](N1C=CN=C1)(N1C=CN=C1)=[O:2].[Cl:13][C:14]1[C:19]([Cl:20])=[CH:18][CH:17]=[CH:16][C:15]=1[N:21]1[CH2:26][CH2:25][N:24]([CH2:27][CH2:28][CH2:29][CH2:30][NH2:31])[CH2:23][CH2:22]1.[C:32]1([N:38]2[CH2:43][CH2:42][NH:41][CH2:40][CH2:39]2)[CH:37]=[CH:36][CH:35]=[CH:34][CH:33]=1. Product: [Cl:13][C:14]1[C:19]([Cl:20])=[CH:18][CH:17]=[CH:16][C:15]=1[N:21]1[CH2:22][CH2:23][N:24]([CH2:27][CH2:28][CH2:29][CH2:30][NH:31][C:1]([N:41]2[CH2:42][CH2:43][N:38]([C:32]3[CH:37]=[CH:36][CH:35]=[CH:34][CH:33]=3)[CH2:39][CH2:40]2)=[O:2])[CH2:25][CH2:26]1. The catalyst class is: 1. (6) Reactant: Cl[C:2]1[CH:7]=[C:6]([C:8]2[CH:13]=[CH:12][CH:11]=[CH:10][C:9]=2[F:14])[N:5]=[CH:4][N:3]=1.[CH2:15]([OH:20])[CH2:16][C:17]#[C:18][CH3:19].[H-].[Na+].O. Product: [F:14][C:9]1[CH:10]=[CH:11][CH:12]=[CH:13][C:8]=1[C:6]1[CH:7]=[C:2]([O:20][CH2:15][CH2:16][C:17]#[C:18][CH3:19])[N:3]=[CH:4][N:5]=1. The catalyst class is: 9. (7) Reactant: CC[O-].[Na+].[C:5]([O:13][CH2:14][CH3:15])(=[O:12])[CH2:6][C:7]([O:9]CC)=O.[NH2:16][C:17]1[N:21]([CH:22]([CH3:24])[CH3:23])[N:20]=[CH:19][C:18]=1[C:25](OCC)=[O:26]. Product: [OH:26][C:25]1[C:18]2[CH:19]=[N:20][N:21]([CH:22]([CH3:24])[CH3:23])[C:17]=2[NH:16][C:7](=[O:9])[C:6]=1[C:5]([O:13][CH2:14][CH3:15])=[O:12]. The catalyst class is: 14. (8) Reactant: [CH3:1][C:2]1([CH3:20])[O:7][CH2:6][CH:5]([CH2:8][O:9][C:10]2[C:15]([CH3:16])=[CH:14][N:13]=[C:12]([CH2:17]O)[C:11]=2[CH3:19])[CH2:4][O:3]1.C(N(CC)CC)C.CS(Cl)(=O)=O.[SH:33][C:34]1[NH:35][C:36]2[CH:42]=[CH:41][CH:40]=[CH:39][C:37]=2[N:38]=1.C(=O)([O-])O.[Na+]. Product: [CH3:1][C:2]1([CH3:20])[O:7][CH2:6][CH:5]([CH2:8][O:9][C:10]2[C:15]([CH3:16])=[CH:14][N:13]=[C:12]([CH2:17][S:33][C:34]3[NH:38][C:37]4[CH:39]=[CH:40][CH:41]=[CH:42][C:36]=4[N:35]=3)[C:11]=2[CH3:19])[CH2:4][O:3]1. The catalyst class is: 362. (9) Reactant: Cl[C:2]1[N:7]=[CH:6][C:5]2[C:8]([N:14]3[CH2:18][CH2:17][CH:16](O)[C:15]3=[O:20])=[CH:9][N:10]([CH:11]([CH3:13])[CH3:12])[C:4]=2[CH:3]=1.[NH2:21][C:22]1[CH:27]=[CH:26][N:25]=[C:24]([N:28]2[CH2:33][CH2:32][C@@H:31]([OH:34])[C@@H:30]([F:35])[CH2:29]2)[N:23]=1.[CH3:36]C(C)([O-])C.[Na+]. Product: [CH:11]([N:10]1[C:4]2[CH:3]=[C:2]([NH:21][C:22]3[CH:27]=[CH:26][N:25]=[C:24]([N:28]4[CH2:33][CH2:32][C@@H:31]([OH:34])[C@@H:30]([F:35])[CH2:29]4)[N:23]=3)[N:7]=[CH:6][C:5]=2[C:8]([N:14]2[CH2:18][CH2:17][CH2:16][C:15]2=[O:20])=[CH:9]1)([CH2:13][CH3:36])[CH3:12]. The catalyst class is: 107.